Dataset: Full USPTO retrosynthesis dataset with 1.9M reactions from patents (1976-2016). Task: Predict the reactants needed to synthesize the given product. Given the product [CH:1]1([N:5]2[CH2:6][CH2:7][N:8]([C:11]([C:13]3[CH:14]=[C:15]4[C:19](=[CH:20][CH:21]=3)[N:18]([C:41]3[CH:40]=[N:39][C:38]([N:35]5[CH2:34][CH2:33][O:32][CH2:37][CH2:36]5)=[CH:43][CH:42]=3)[C:17]([C:22]([N:24]3[CH2:25][CH2:26][C:27]([F:30])([F:31])[CH2:28][CH2:29]3)=[O:23])=[CH:16]4)=[O:12])[CH2:9][CH2:10]2)[CH2:2][CH2:3][CH2:4]1, predict the reactants needed to synthesize it. The reactants are: [CH:1]1([N:5]2[CH2:10][CH2:9][N:8]([C:11]([C:13]3[CH:14]=[C:15]4[C:19](=[CH:20][CH:21]=3)[NH:18][C:17]([C:22]([N:24]3[CH2:29][CH2:28][C:27]([F:31])([F:30])[CH2:26][CH2:25]3)=[O:23])=[CH:16]4)=[O:12])[CH2:7][CH2:6]2)[CH2:4][CH2:3][CH2:2]1.[O:32]1[CH2:37][CH2:36][N:35]([C:38]2[CH:43]=[CH:42][C:41](B(O)O)=[CH:40][N:39]=2)[CH2:34][CH2:33]1.N1C=CC=CC=1.